Dataset: Reaction yield outcomes from USPTO patents with 853,638 reactions. Task: Predict the reaction yield, written as a fraction of the theoretical maximum amount of product (1.0 means a 100% yield; for example, 0.34 means a 34% yield). (1) The reactants are O.[OH-].[Li+].C[O:5][C:6](=[O:37])[CH2:7][C:8]1[C:17]([CH3:18])=[C:16]([C:19]2[CH:24]=[CH:23][C:22]([S:25]([C:28]3[CH:33]=[C:32]([Cl:34])[CH:31]=[C:30]([Cl:35])[CH:29]=3)(=[O:27])=[O:26])=[CH:21][CH:20]=2)[C:15]2[C:10](=[CH:11][CH:12]=[C:13]([Cl:36])[CH:14]=2)[CH:9]=1. The catalyst is C1COCC1.O. The product is [Cl:36][C:13]1[CH:14]=[C:15]2[C:10](=[CH:11][CH:12]=1)[CH:9]=[C:8]([CH2:7][C:6]([OH:37])=[O:5])[C:17]([CH3:18])=[C:16]2[C:19]1[CH:20]=[CH:21][C:22]([S:25]([C:28]2[CH:29]=[C:30]([Cl:35])[CH:31]=[C:32]([Cl:34])[CH:33]=2)(=[O:27])=[O:26])=[CH:23][CH:24]=1. The yield is 0.920. (2) The reactants are [N:1]12[CH2:8][CH2:7][C:4]([C:9]([C:18]3[CH:23]=[CH:22][CH:21]=[CH:20][CH:19]=3)([C:12]3[CH:17]=[CH:16][CH:15]=[CH:14][CH:13]=3)[C:10]#[N:11])([CH2:5][CH2:6]1)[CH2:3][CH2:2]2.[CH3:24][O:25][CH2:26][CH2:27][Br:28]. No catalyst specified. The product is [Br-:28].[C:10]([C:9]([C:18]1[CH:19]=[CH:20][CH:21]=[CH:22][CH:23]=1)([C:12]1[CH:13]=[CH:14][CH:15]=[CH:16][CH:17]=1)[C:4]12[CH2:5][CH2:6][N+:1]([CH2:27][CH2:26][O:25][CH3:24])([CH2:2][CH2:3]1)[CH2:8][CH2:7]2)#[N:11]. The yield is 0.233. (3) The reactants are [NH2:1][C:2]1[N:6]([C:7]2[CH:12]=[CH:11][CH:10]=[CH:9][CH:8]=2)[N:5]=[C:4]([O:13][CH3:14])[C:3]=1[C:15]#N.S(=O)(=O)(O)[OH:18].[CH2:22]([OH:24])[CH3:23]. No catalyst specified. The product is [CH2:22]([O:24][C:15]([C:3]1[C:4]([O:13][CH3:14])=[N:5][N:6]([C:7]2[CH:8]=[CH:9][CH:10]=[CH:11][CH:12]=2)[C:2]=1[NH2:1])=[O:18])[CH3:23]. The yield is 0.170. (4) The reactants are [Si]([O:8][CH:9]([C:22]1[O:23][C:24]([C:27]2[CH:34]=[CH:33][CH:32]=[CH:31][C:28]=2[C:29]#[N:30])=[CH:25][N:26]=1)[CH2:10][CH2:11][CH2:12][CH2:13][CH2:14][CH2:15][C:16]1[CH:21]=[CH:20][CH:19]=[CH:18][CH:17]=1)(C(C)(C)C)(C)C.[Si](OC(C1OC([Sn](CCCC)(CCCC)CCCC)=CN=1)CCCCCCC1C=CC=CC=1)(C(C)(C)C)(C)C.BrC1C=CC=CC=1C#N. No catalyst specified. The product is [C:16]1([CH2:15][CH2:14][CH2:13][CH2:12][CH2:11][CH2:10][C:9]([C:22]2[O:23][C:24]([C:27]3[CH:34]=[CH:33][CH:32]=[CH:31][C:28]=3[C:29]#[N:30])=[CH:25][N:26]=2)=[O:8])[CH:21]=[CH:20][CH:19]=[CH:18][CH:17]=1. The yield is 0.810. (5) The reactants are C[O:2][C:3]1[CH:12]=[CH:11][C:10]2[NH:9][C:8](=[O:13])[C:7]([C:14]3[CH:19]=[CH:18][CH:17]=[CH:16][CH:15]=3)=[N:6][C:5]=2[C:4]=1[C:20]([O:22]C)=[O:21].B(Br)(Br)Br.O. The catalyst is ClCCl. The product is [OH:2][C:3]1[CH:12]=[CH:11][C:10]2[NH:9][C:8](=[O:13])[C:7]([C:14]3[CH:19]=[CH:18][CH:17]=[CH:16][CH:15]=3)=[N:6][C:5]=2[C:4]=1[C:20]([OH:22])=[O:21]. The yield is 0.733. (6) The reactants are [CH:1]([C:3]1[CH:8]=[CH:7][C:6](/[CH:9]=[CH:10]/[C:11]([O:13][CH3:14])=[O:12])=[CH:5][CH:4]=1)=O.[NH:15]1[C:23]2[C:18](=[CH:19][CH:20]=[CH:21][CH:22]=2)[C:17]([CH2:24][C@H:25]([NH2:27])[CH3:26])=[CH:16]1. The catalyst is C(O)(=O)C. The product is [CH3:26][C@H:25]1[NH:27][C@@H:1]([C:3]2[CH:8]=[CH:7][C:6](/[CH:9]=[CH:10]/[C:11]([O:13][CH3:14])=[O:12])=[CH:5][CH:4]=2)[C:16]2[NH:15][C:23]3[C:18]([C:17]=2[CH2:24]1)=[CH:19][CH:20]=[CH:21][CH:22]=3. The yield is 0.743. (7) The reactants are [C:1]([O:5][C:6](=[O:21])[NH:7][CH:8]1[C:14](=[O:15])[N:13]([CH3:16])[C:12]2[CH:17]=[CH:18][CH:19]=[CH:20][C:11]=2[NH:10][CH2:9]1)([CH3:4])([CH3:3])[CH3:2].[C:22]1([S:28](Cl)(=[O:30])=[O:29])[CH:27]=[CH:26][CH:25]=[CH:24][CH:23]=1.N1C=CC=CC=1. The catalyst is ClCCl. The product is [C:1]([O:5][C:6](=[O:21])[NH:7][CH:8]1[C:14](=[O:15])[N:13]([CH3:16])[C:12]2[CH:17]=[CH:18][CH:19]=[CH:20][C:11]=2[N:10]([S:28]([C:22]2[CH:27]=[CH:26][CH:25]=[CH:24][CH:23]=2)(=[O:30])=[O:29])[CH2:9]1)([CH3:4])([CH3:2])[CH3:3]. The yield is 0.950. (8) The reactants are C(OC(=O)[NH:7][C:8]1[CH:13]=[CH:12][CH:11]=[C:10]([CH2:14][F:15])[N:9]=1)(C)(C)C.[OH-].[Na+]. The catalyst is Cl. The product is [F:15][CH2:14][C:10]1[N:9]=[C:8]([NH2:7])[CH:13]=[CH:12][CH:11]=1. The yield is 0.780. (9) The reactants are C[O:2][C:3](=[O:23])[C@@H:4]([N:9]1[CH2:13][C:12]([O:14][C:15]2[CH:20]=[CH:19][CH:18]=[CH:17][C:16]=2[Cl:21])=[CH:11][C:10]1=[O:22])[CH2:5][CH2:6][O:7][CH3:8].O.[OH-].[Li+].Cl. The catalyst is O1CCCC1.O. The product is [Cl:21][C:16]1[CH:17]=[CH:18][CH:19]=[CH:20][C:15]=1[O:14][C:12]1[CH2:13][N:9]([C@@H:4]([CH2:5][CH2:6][O:7][CH3:8])[C:3]([OH:23])=[O:2])[C:10](=[O:22])[CH:11]=1. The yield is 0.980.